This data is from Full USPTO retrosynthesis dataset with 1.9M reactions from patents (1976-2016). The task is: Predict the reactants needed to synthesize the given product. (1) Given the product [Br:12][C:9]1[S:10][C:6]([CH:2]2[CH2:3][CH2:4][CH2:5][O:1]2)=[N:7][N:8]=1, predict the reactants needed to synthesize it. The reactants are: [O:1]1[CH2:5][CH2:4][CH2:3][CH:2]1[C:6]1[S:10][C:9](N)=[N:8][N:7]=1.[BrH:12].N([O-])=O.[Na+]. (2) Given the product [OH:6][CH2:5][C:4]1[CH:7]=[C:8]([CH:9]=[CH:10][C:3]=1[O:2][CH3:1])[NH2:11].[NH2:11][C:8]1[CH:9]=[CH:10][CH:3]=[CH:4][CH:7]=1, predict the reactants needed to synthesize it. The reactants are: [CH3:1][O:2][C:3]1[CH:10]=[CH:9][C:8]([N+:11]([O-])=O)=[CH:7][C:4]=1[CH2:5][OH:6].Cl[Sn]Cl.O.[OH-].[Na+]. (3) Given the product [CH:41]1([NH:43][C:20](=[O:22])[C:19]2[CH:23]=[CH:24][C:16]([C:15]3[CH:14]=[N:13][N:11]4[CH:12]=[C:7]([C:5]5[CH:4]=[N:3][N:2]([CH3:1])[CH:6]=5)[CH:8]=[N:9][C:10]=34)=[CH:17][CH:18]=2)[CH2:42][CH2:40]1, predict the reactants needed to synthesize it. The reactants are: [CH3:1][N:2]1[CH:6]=[C:5]([C:7]2[CH:8]=[N:9][C:10]3[N:11]([N:13]=[CH:14][C:15]=3[C:16]3[CH:24]=[CH:23][C:19]([C:20]([OH:22])=O)=[CH:18][CH:17]=3)[CH:12]=2)[CH:4]=[N:3]1.C1N=CN(C(N2C=NC=C2)=O)C=1.C1C=C[C:40]2N(O)N=[N:43][C:41]=2[CH:42]=1.C1(N)CC1. (4) Given the product [Cl:2][C:3]1[CH:8]=[CH:7][C:6]2[N:9]([CH2:12][CH2:13][C:14]([O:16][CH2:17][CH3:18])=[O:15])[C:31]3[CH2:32][CH2:33][N:28]([CH3:27])[CH2:29][C:30]=3[C:5]=2[CH:4]=1, predict the reactants needed to synthesize it. The reactants are: Cl.[Cl:2][C:3]1[CH:8]=[CH:7][C:6]([NH:9]N)=[CH:5][CH:4]=1.Br[CH2:12][CH2:13][C:14]([O:16][CH2:17][CH3:18])=[O:15].C(N(CC)CC)C.Cl.[CH3:27][N:28]1[CH2:33][CH2:32][C:31](=O)[CH2:30][CH2:29]1. (5) Given the product [C:1]([N:4]1[C:13]2[C:8](=[CH:9][C:10]([C:23]#[N:24])=[CH:11][CH:12]=2)[C@H:7]([NH:15][C:16](=[O:21])[O:17][CH:18]([CH3:20])[CH3:19])[CH2:6][C@@H:5]1[CH3:22])(=[O:3])[CH3:2], predict the reactants needed to synthesize it. The reactants are: [C:1]([N:4]1[C:13]2[C:8](=[CH:9][C:10](Br)=[CH:11][CH:12]=2)[C@H:7]([NH:15][C:16](=[O:21])[O:17][CH:18]([CH3:20])[CH3:19])[CH2:6][C@@H:5]1[CH3:22])(=[O:3])[CH3:2].[CH3:23][N:24](C)C=O.